Dataset: Catalyst prediction with 721,799 reactions and 888 catalyst types from USPTO. Task: Predict which catalyst facilitates the given reaction. (1) Reactant: [F:1][C:2]1[CH:3]=[C:4]([CH:18]=[CH:19][C:20]=1[CH3:21])[O:5][C:6]1[CH:7]=[CH:8][C:9]2[N:13]=[C:12]([CH2:14][OH:15])[N:11]([CH3:16])[C:10]=2[CH:17]=1.O[C:23]1[CH:24]=[C:25]([CH:30]=[CH:31][CH:32]=1)[C:26]([O:28][CH3:29])=[O:27].C(P(CCCC)CCCC)CCC.N(C(N1CCCCC1)=O)=NC(N1CCCCC1)=O. The catalyst class is: 4. Product: [F:1][C:2]1[CH:3]=[C:4]([CH:18]=[CH:19][C:20]=1[CH3:21])[O:5][C:6]1[CH:7]=[CH:8][C:9]2[N:13]=[C:12]([CH2:14][O:15][C:23]3[CH:24]=[C:25]([CH:30]=[CH:31][CH:32]=3)[C:26]([O:28][CH3:29])=[O:27])[N:11]([CH3:16])[C:10]=2[CH:17]=1. (2) Product: [CH3:1][O:2][C:3]1[CH:4]=[C:5]2[C:10](=[CH:11][C:12]=1[O:13][CH3:14])[N:9]=[CH:8][CH:7]=[C:6]2[O:15][C:16]1[C:22]([CH3:23])=[CH:21][C:19]([NH:20][C:40](=[O:42])[O:56][CH:54]([C:53]2[CH:57]=[CH:58][CH:59]=[CH:60][C:52]=2[Br:51])[CH3:55])=[C:18]([CH3:24])[CH:17]=1. The catalyst class is: 2. Reactant: [CH3:1][O:2][C:3]1[CH:4]=[C:5]2[C:10](=[CH:11][C:12]=1[O:13][CH3:14])[N:9]=[CH:8][CH:7]=[C:6]2[O:15][C:16]1[C:22]([CH3:23])=[CH:21][C:19]([NH2:20])=[C:18]([CH3:24])[CH:17]=1.C1(C)C=CC=CC=1.C(N(CC)CC)C.Cl[C:40](Cl)([O:42]C(=O)OC(Cl)(Cl)Cl)Cl.[Br:51][C:52]1[CH:60]=[CH:59][CH:58]=[CH:57][C:53]=1[CH:54]([OH:56])[CH3:55]. (3) Reactant: [OH:1][C@H:2]([CH3:6])[C:3](N)=O.F[B-](F)(F)F.C([O+](CC)CC)C.[NH2:19][C:20]1[C:21]([NH:29][C@@H:30]2[CH2:35][C@@H:34]([NH:36][C:37](=[O:46])[O:38][CH2:39][C:40]3[CH:45]=[CH:44][CH:43]=[CH:42][CH:41]=3)[C@@H:33]([CH2:47][C:48]#[N:49])[CH2:32][CH2:31]2)=[C:22]2[S:28][CH:27]=[CH:26][C:23]2=[N:24][CH:25]=1. Product: [C:48]([CH2:47][C@H:33]1[CH2:32][CH2:31][C@H:30]([N:29]2[C:21]3=[C:22]4[S:28][CH:27]=[CH:26][C:23]4=[N:24][CH:25]=[C:20]3[N:19]=[C:3]2[C@H:2]([OH:1])[CH3:6])[CH2:35][C@H:34]1[NH:36][C:37](=[O:46])[O:38][CH2:39][C:40]1[CH:45]=[CH:44][CH:43]=[CH:42][CH:41]=1)#[N:49]. The catalyst class is: 214.